This data is from Catalyst prediction with 721,799 reactions and 888 catalyst types from USPTO. The task is: Predict which catalyst facilitates the given reaction. (1) Reactant: O=C1C2C(=CC=CC=2)C(=O)[N:3]1[CH2:12][CH2:13][CH2:14][CH2:15]/[CH:16]=[CH:17]/[C:18]1[C:26]2[C:21](=[CH:22][CH:23]=[C:24]([F:27])[CH:25]=2)[N:20]([CH2:28][CH2:29][CH2:30][O:31][C:32]2[C:41]3[C:36](=[CH:37][CH:38]=[CH:39][CH:40]=3)[CH:35]=[CH:34][CH:33]=2)[C:19]=1[C:42]([O:44]CC)=[O:43].[OH-].[Na+]. Product: [NH2:3][CH2:12][CH2:13][CH2:14][CH2:15]/[CH:16]=[CH:17]/[C:18]1[C:26]2[C:21](=[CH:22][CH:23]=[C:24]([F:27])[CH:25]=2)[N:20]([CH2:28][CH2:29][CH2:30][O:31][C:32]2[C:41]3[C:36](=[CH:37][CH:38]=[CH:39][CH:40]=3)[CH:35]=[CH:34][CH:33]=2)[C:19]=1[C:42]([OH:44])=[O:43]. The catalyst class is: 83. (2) Reactant: [CH2:1]([N:3](CC)[CH2:4][CH3:5])[CH3:2].[CH2:8]([OH:10])[CH3:9].[CH3:11][O:12][C:13]1[CH:14]=[C:15]([CH:18]=[CH:19][C:20]=1[N:21]1[CH:25]=[C:24]([CH3:26])[N:23]=[CH:22]1)[CH:16]=O.C(OCC)(=[O:29])C. Product: [C:8]([N:3]1[CH2:4][CH2:5]/[C:2](=[CH:16]\[C:15]2[CH:18]=[CH:19][C:20]([N:21]3[CH:25]=[C:24]([CH3:26])[N:23]=[CH:22]3)=[C:13]([O:12][CH3:11])[CH:14]=2)/[C:1]1=[O:29])(=[O:10])[CH3:9]. The catalyst class is: 6.